From a dataset of Forward reaction prediction with 1.9M reactions from USPTO patents (1976-2016). Predict the product of the given reaction. Given the reactants [F:1][C:2]1[C:7]2[C:8]([C:18](=[O:21])[NH:19][CH3:20])=[C:9]([C:11]3[CH:16]=[CH:15][C:14]([F:17])=[CH:13][CH:12]=3)[O:10][C:6]=2[CH:5]=[CH:4][C:3]=1[C:22]1[C:23]([CH3:34])=[CH:24][C:25]([O:32][CH3:33])=[C:26]([CH:31]=1)[C:27]([O:29]C)=[O:28].CO.[OH-].[Na+].Cl, predict the reaction product. The product is: [F:1][C:2]1[C:7]2[C:8]([C:18](=[O:21])[NH:19][CH3:20])=[C:9]([C:11]3[CH:16]=[CH:15][C:14]([F:17])=[CH:13][CH:12]=3)[O:10][C:6]=2[CH:5]=[CH:4][C:3]=1[C:22]1[C:23]([CH3:34])=[CH:24][C:25]([O:32][CH3:33])=[C:26]([CH:31]=1)[C:27]([OH:29])=[O:28].